From a dataset of Catalyst prediction with 721,799 reactions and 888 catalyst types from USPTO. Predict which catalyst facilitates the given reaction. (1) Reactant: [F:1][C:2]1[CH:3]=[C:4]([C:8]2[N:13]=[C:12]([CH3:14])[C:11]([C:15]([OH:17])=O)=[CH:10][N:9]=2)[CH:5]=[CH:6][CH:7]=1.CN(C(SC1[N+]([O-])=CC=CC=1)=[N+](C)C)C.F[P-](F)(F)(F)(F)F.CCN(C(C)C)C(C)C.[NH2:49][N:50]1[C:58]2[C:53](=[CH:54][CH:55]=[CH:56][CH:57]=2)[C:52]([C:59](=[O:64])[C:60]([F:63])([F:62])[F:61])=[CH:51]1. Product: [F:63][C:60]([F:61])([F:62])[C:59]([C:52]1[C:53]2[C:58](=[CH:57][CH:56]=[CH:55][CH:54]=2)[N:50]([NH:49][C:15]([C:11]2[C:12]([CH3:14])=[N:13][C:8]([C:4]3[CH:5]=[CH:6][CH:7]=[C:2]([F:1])[CH:3]=3)=[N:9][CH:10]=2)=[O:17])[CH:51]=1)=[O:64]. The catalyst class is: 303. (2) Reactant: [CH3:1][C:2]1[C:9]([N+:10]([O-:12])=[O:11])=[CH:8][CH:7]=[CH:6][C:3]=1[CH2:4]Cl.[NH:13]1[CH2:18][CH2:17][CH2:16][CH2:15][CH2:14]1. Product: [CH3:1][C:2]1[C:9]([N+:10]([O-:12])=[O:11])=[CH:8][CH:7]=[CH:6][C:3]=1[CH2:4][N:13]1[CH2:18][CH2:17][CH2:16][CH2:15][CH2:14]1. The catalyst class is: 8. (3) Product: [C:1]1([CH2:7][CH2:8][CH2:9][CH2:10][N:11]=[C:12]=[Se:43])[CH:6]=[CH:5][CH:4]=[CH:3][CH:2]=1. The catalyst class is: 2. Reactant: [C:1]1([CH2:7][CH2:8][CH2:9][CH2:10][NH:11][CH:12]=O)[CH:6]=[CH:5][CH:4]=[CH:3][CH:2]=1.C(N(CC)CC)C.ClC(Cl)(OC(=O)OC(Cl)(Cl)Cl)Cl.[Se].C(N=C=[Se:43])C1C=CC=CC=1. (4) Reactant: [Cl:1][C:2]1[CH:10]=[CH:9][C:5]([C:6](Cl)=[O:7])=[CH:4][CH:3]=1.C(N(C(C)C)CC)(C)C.[NH2:20][C:21]1[N:30]=[C:29]([NH:31][C@H:32]2[CH2:37][CH2:36][CH2:35][CH2:34][C@H:33]2[NH:38][C:39]([O:41][C:42]([CH3:45])([CH3:44])[CH3:43])=[O:40])[C:28]2[C:23](=[CH:24][CH:25]=[C:26]([O:46][CH3:47])[CH:27]=2)[N:22]=1.O. Product: [C:42]([O:41][C:39]([NH:38][C@@H:33]1[CH2:34][CH2:35][CH2:36][CH2:37][C@@H:32]1[NH:31][C:29]1[C:28]2[C:23](=[CH:24][CH:25]=[C:26]([O:46][CH3:47])[CH:27]=2)[N:22]=[C:21]([NH:20][C:6](=[O:7])[C:5]2[CH:9]=[CH:10][C:2]([Cl:1])=[CH:3][CH:4]=2)[N:30]=1)=[O:40])([CH3:45])([CH3:44])[CH3:43]. The catalyst class is: 2. (5) Reactant: [OH-].[Na+].[Br:3][C:4]1[CH:5]=[C:6]2[C:11](=[CH:12][CH:13]=1)[N:10]([C:14]1[CH:23]=[C:22]3[C:17]([CH:18]=[CH:19][C:20]([C:24]([O:26]C)=[O:25])=[CH:21]3)=[CH:16][C:15]=1[C:28]1[CH:33]=[CH:32][C:31]([F:34])=[CH:30][CH:29]=1)[CH2:9][CH2:8][CH2:7]2. Product: [Br:3][C:4]1[CH:5]=[C:6]2[C:11](=[CH:12][CH:13]=1)[N:10]([C:14]1[CH:23]=[C:22]3[C:17]([CH:18]=[CH:19][C:20]([C:24]([OH:26])=[O:25])=[CH:21]3)=[CH:16][C:15]=1[C:28]1[CH:29]=[CH:30][C:31]([F:34])=[CH:32][CH:33]=1)[CH2:9][CH2:8][CH2:7]2. The catalyst class is: 24. (6) Reactant: N.C([N:9]1[C:22]2[C:17](=[CH:18][CH:19]=[CH:20][CH:21]=2)[C:11]2([CH2:16][CH2:15][NH:14][CH2:13][CH2:12]2)[C:10]1=[O:23])C1C=CC=CC=1.CCO. Product: [NH:14]1[CH2:15][CH2:16][C:11]2([C:17]3[C:22](=[CH:21][CH:20]=[CH:19][CH:18]=3)[NH:9][C:10]2=[O:23])[CH2:12][CH2:13]1. The catalyst class is: 1. (7) The catalyst class is: 21. Product: [Cl:1][C:2]1[C:3]([O:10][CH3:11])=[CH:4][C:5]([C:8]([OH:12])=[O:18])=[N:6][CH:7]=1. Reactant: [Cl:1][C:2]1[C:3]([O:10][CH3:11])=[CH:4][C:5]([CH:8]=C)=[N:6][CH:7]=1.[O-:12][Mn](=O)(=O)=O.[K+].[OH2:18]. (8) Reactant: Cl[CH2:2][C@H:3]1[O:8][CH2:7][C@H:6]([CH3:9])[N:5]([CH2:10][C:11]2[CH:16]=[CH:15][CH:14]=[CH:13][CH:12]=2)[CH2:4]1.[CH3:17][NH:18][CH3:19]. Product: [CH3:17][N:18]([CH2:2][C@@H:3]1[O:8][CH2:7][C@H:6]([CH3:9])[N:5]([CH2:10][C:11]2[CH:16]=[CH:15][CH:14]=[CH:13][CH:12]=2)[CH2:4]1)[CH3:19]. The catalyst class is: 8. (9) Reactant: CCOC(/N=N/C(OCC)=O)=O.O[CH2:14][C:15]1([CH2:28][CH2:29][CH2:30][OH:31])[CH2:20][CH2:19][N:18]([C:21]([O:23][C:24]([CH3:27])([CH3:26])[CH3:25])=[O:22])[CH2:17][CH2:16]1.C1(P(C2C=CC=CC=2)C2C=CC=CC=2)C=CC=CC=1.CO. Product: [CH2:14]1[C:15]2([CH2:16][CH2:17][N:18]([C:21]([O:23][C:24]([CH3:25])([CH3:26])[CH3:27])=[O:22])[CH2:19][CH2:20]2)[CH2:28][CH2:29][CH2:30][O:31]1. The catalyst class is: 7. (10) Reactant: [OH:1][C@H:2]1[C@H:6]2[O:7][CH2:8][C@@H:9]([O:10][S:11]([C:14]3[CH:19]=[CH:18][C:17]([CH3:20])=[CH:16][CH:15]=3)(=[O:13])=[O:12])[C@H:5]2[O:4][CH2:3]1.N1C=CC=CC=1.[F:27][C:28]([F:41])([F:40])[S:29](O[S:29]([C:28]([F:41])([F:40])[F:27])(=[O:31])=[O:30])(=[O:31])=[O:30].Cl. Product: [F:27][C:28]([F:41])([F:40])[S:29]([O:1][C@H:2]1[C@H:6]2[O:7][CH2:8][C@@H:9]([O:10][S:11]([C:14]3[CH:19]=[CH:18][C:17]([CH3:20])=[CH:16][CH:15]=3)(=[O:13])=[O:12])[C@H:5]2[O:4][CH2:3]1)(=[O:31])=[O:30]. The catalyst class is: 4.